Dataset: Full USPTO retrosynthesis dataset with 1.9M reactions from patents (1976-2016). Task: Predict the reactants needed to synthesize the given product. The reactants are: [CH3:1]/[C:2](/[CH2:9][CH2:10][CH2:11][CH:12]([CH3:14])[CH3:13])=[CH:3]\[CH2:4][CH2:5][C:6](=[O:8])[CH3:7].C/C(/CCCC(C)C)=C/CCC(=O)C.C/C(/CCC=C(C)C)=C\CCC(=O)C. Given the product [CH3:1]/[C:2](/[CH2:9][CH2:10][CH:11]=[C:12]([CH3:14])[CH3:13])=[CH:3]/[CH2:4][CH2:5][C:6](=[O:8])[CH3:7], predict the reactants needed to synthesize it.